Dataset: Catalyst prediction with 721,799 reactions and 888 catalyst types from USPTO. Task: Predict which catalyst facilitates the given reaction. (1) Reactant: [Br-].[C:2]([CH2:5][CH2:6][CH2:7][CH2:8][P+](C1C=CC=CC=1)(C1C=CC=CC=1)C1C=CC=CC=1)([OH:4])=[O:3].CC(C)([O-])C.[K+].[Si:34]([O:41][CH:42]([CH2:61][CH2:62][CH2:63][CH2:64][CH2:65][CH2:66][CH3:67])[CH2:43][CH2:44][C@@H:45]1[C@@H:52]2[C@@H:48]([O:49][CH:50](O)[CH2:51]2)[CH2:47][C@H:46]1[O:54][CH:55]1[CH2:60][CH2:59][CH2:58][CH2:57][O:56]1)([C:37]([CH3:40])([CH3:39])[CH3:38])([CH3:36])[CH3:35].[Cl-].[NH4+]. Product: [Si:34]([O:41][CH:42]([CH2:61][CH2:62][CH2:63][CH2:64][CH2:65][CH2:66][CH3:67])[CH2:43][CH2:44][C@H:45]1[C@H:46]([O:54][CH:55]2[CH2:60][CH2:59][CH2:58][CH2:57][O:56]2)[CH2:47][C@H:48]([OH:49])[C@@H:52]1[CH2:51]/[CH:50]=[CH:8]\[CH2:7][CH2:6][CH2:5][C:2]([OH:4])=[O:3])([C:37]([CH3:40])([CH3:39])[CH3:38])([CH3:36])[CH3:35]. The catalyst class is: 1. (2) Product: [CH2:1]([N:3]([CH2:6][C:7]1[S:11][C:10]([C:12]2[O:16][N:15]=[C:14]([C:17]3[CH:25]=[CH:24][C:20]([C:21]([NH:52][CH2:51][CH2:49][OH:50])=[O:22])=[CH:19][CH:18]=3)[N:13]=2)=[CH:9][C:8]=1[CH3:26])[CH2:4][CH3:5])[CH3:2]. Reactant: [CH2:1]([N:3]([CH2:6][C:7]1[S:11][C:10]([C:12]2[O:16][N:15]=[C:14]([C:17]3[CH:25]=[CH:24][C:20]([C:21](O)=[O:22])=[CH:19][CH:18]=3)[N:13]=2)=[CH:9][C:8]=1[CH3:26])[CH2:4][CH3:5])[CH3:2].C1C=CC2N(O)N=NC=2C=1.CCN=C=NCCCN(C)C.Cl.[CH2:49]([CH2:51][NH2:52])[OH:50]. The catalyst class is: 499.